This data is from Catalyst prediction with 721,799 reactions and 888 catalyst types from USPTO. The task is: Predict which catalyst facilitates the given reaction. (1) Reactant: COC[C:4]1[CH:5]=[C:6]2[C:11](=[CH:12][CH:13]=1)[N:10]=[C:9]([NH:14][CH:15]1[CH2:20][CH2:19][CH2:18][CH:17]([NH2:21])[CH2:16]1)[CH:8]=[CH:7]2.[CH3:22][N:23]1[C:31]2[C:26](=[CH:27][CH:28]=[CH:29][CH:30]=2)[C:25]([CH:32]=O)=[CH:24]1.C[C:35](O)=[O:36].[CH2:38](Cl)Cl.CO. Product: [CH3:35][O:36][C:4]1[CH:5]=[C:6]2[C:11](=[CH:12][CH:13]=1)[N:10]=[C:9]([NH:14][CH:15]1[CH2:20][CH2:19][CH2:18][CH:17]([NH:21][CH2:32][C:25]3[C:26]4[C:31](=[CH:30][CH:29]=[CH:28][CH:27]=4)[N:23]([CH3:22])[CH:24]=3)[CH2:16]1)[CH:8]=[C:7]2[CH3:38]. The catalyst class is: 2. (2) Reactant: [F:1][C:2]1[CH:3]=[C:4]([N:8]2[C@@:12]3([CH2:17][CH2:16][N:15](C(OCC4C=CC=CC=4)=O)[C@@H:14]([CH3:28])[CH2:13]3)[CH:11]=[CH:10][S:9]2(=[O:30])=[O:29])[CH:5]=[CH:6][CH:7]=1.Cl.ClCCl.[OH-].[Na+]. Product: [F:1][C:2]1[CH:3]=[C:4]([N:8]2[C@@:12]3([CH2:17][CH2:16][NH:15][C@@H:14]([CH3:28])[CH2:13]3)[CH:11]=[CH:10][S:9]2(=[O:30])=[O:29])[CH:5]=[CH:6][CH:7]=1. The catalyst class is: 12. (3) Reactant: [C:1]1([CH2:7][SH:8])[CH:6]=[CH:5][CH:4]=[CH:3][CH:2]=1.F[C:10]1[CH:15]=[C:14]([C:16]([F:19])([F:18])[F:17])[CH:13]=[CH:12][N:11]=1.C(=O)([O-])[O-].[K+].[K+].O. Product: [CH2:7]([S:8][C:10]1[CH:15]=[C:14]([C:16]([F:19])([F:18])[F:17])[CH:13]=[CH:12][N:11]=1)[C:1]1[CH:6]=[CH:5][CH:4]=[CH:3][CH:2]=1. The catalyst class is: 9.